From a dataset of Catalyst prediction with 721,799 reactions and 888 catalyst types from USPTO. Predict which catalyst facilitates the given reaction. (1) Reactant: [CH:1]([C:3]1[CH:10]=[CH:9][C:6]([C:7]#[N:8])=[CH:5][CH:4]=1)=O.[CH3:11][O:12][C:13]1[CH:18]=[C:17]([NH2:19])[CH:16]=[CH:15][N:14]=1.S([O-])([O-])(=O)=O.[Mg+2]. Product: [CH3:11][O:12][C:13]1[CH:18]=[C:17]([N:19]=[CH:1][C:3]2[CH:10]=[CH:9][C:6]([C:7]#[N:8])=[CH:5][CH:4]=2)[CH:16]=[CH:15][N:14]=1. The catalyst class is: 8. (2) Reactant: NCC(O)=O.[CH3:6][CH2:7][C@@:8]1([OH:31])[C:13](=[O:14])[O:12][CH2:11][C:10]2[C:15]([N:17]3[C:29](=[CH:30][C:9]1=2)[C:28]1[N:27]=[C:26]2[C:21]([CH:22]=[CH:23][CH:24]=[CH:25]2)=[CH:20][C:19]=1[CH2:18]3)=[O:16].CN(C1C=CC=CN=1)C.C1(N=C=NC2CCCCC2)CCCCC1. Product: [CH3:6][CH2:7][C@@:8]1([OH:31])[C:13](=[O:14])[O:12][CH2:11][C:10]2[C:15]([N:17]3[C:29](=[CH:30][C:9]1=2)[C:28]1[N:27]=[C:26]2[C:21]([CH:22]=[CH:23][CH:24]=[CH:25]2)=[CH:20][C:19]=1[CH2:18]3)=[O:16]. The catalyst class is: 4. (3) Reactant: CN1CCOCC1.C(OC(Cl)=O)C(C)C.[C:16]([O:20][C:21]([NH:23][C@H:24]1[CH2:32][O:31][C:30](=[O:33])[C@H:29]([CH2:34]C(O)=O)[C@@H:28]([O:38][C:39](=[O:43])[CH:40]([CH3:42])[CH3:41])[C@H:27]([CH3:44])[O:26][C:25]1=[O:45])=[O:22])([CH3:19])([CH3:18])[CH3:17].[Al].SC1C=CC=C[N+]=1[O-].C(N(CC)CC)C.C(I)(I)[I:63]. Product: [C:39]([O:38][C@@H:28]1[C@@H:29]([CH2:34][I:63])[C:30](=[O:33])[O:31][CH2:32][C@H:24]([NH:23][C:21]([O:20][C:16]([CH3:19])([CH3:18])[CH3:17])=[O:22])[C:25](=[O:45])[O:26][C@H:27]1[CH3:44])(=[O:43])[CH:40]([CH3:42])[CH3:41]. The catalyst class is: 30. (4) Reactant: [C:1]([O:5][CH2:6][CH3:7])(=[O:4])[CH:2]=[CH2:3].[CH:8]1([NH2:11])[CH2:10][CH2:9]1. Product: [CH2:6]([O:5][C:1](=[O:4])[CH2:2][CH2:3][N:11]([CH:8]1[CH2:10][CH2:9]1)[CH2:3][CH2:2][C:1]([O:5][CH2:6][CH3:7])=[O:4])[CH3:7]. The catalyst class is: 8.